This data is from TCR-epitope binding with 47,182 pairs between 192 epitopes and 23,139 TCRs. The task is: Binary Classification. Given a T-cell receptor sequence (or CDR3 region) and an epitope sequence, predict whether binding occurs between them. (1) The epitope is VTEHDTLLY. The TCR CDR3 sequence is CASSWTGPSYEQYF. Result: 1 (the TCR binds to the epitope). (2) The epitope is KLWAQCVQL. The TCR CDR3 sequence is CASSLGQGSDYGYTF. Result: 1 (the TCR binds to the epitope). (3) The epitope is IYSKHTPINL. The TCR CDR3 sequence is CASSSTYEQYF. Result: 1 (the TCR binds to the epitope). (4) The epitope is ATDALMTGY. The TCR CDR3 sequence is CAIRDSGRAHGGSYNEQFF. Result: 0 (the TCR does not bind to the epitope). (5) The epitope is TEKSNIIRGW. The TCR CDR3 sequence is CASSVRPGLAGGGTGELFF. Result: 0 (the TCR does not bind to the epitope). (6) The epitope is QASQEVKNW. Result: 0 (the TCR does not bind to the epitope). The TCR CDR3 sequence is CASSLGGVYNEQFF. (7) The epitope is NLVPMVATV. The TCR CDR3 sequence is CASSWDREVGLNTEAFF. Result: 1 (the TCR binds to the epitope).